This data is from Catalyst prediction with 721,799 reactions and 888 catalyst types from USPTO. The task is: Predict which catalyst facilitates the given reaction. (1) Reactant: [CH3:1][O:2][C:3]([C:5]1[S:6][C:7]([NH2:12])=[C:8]([CH3:11])[C:9]=1[Cl:10])=[O:4].[C:13](Cl)(Cl)=[O:14].[C:17]([C:21]1[CH:22]=[C:23]([NH2:33])[N:24]([C:26]2[CH:31]=[CH:30][C:29]([F:32])=[CH:28][CH:27]=2)[N:25]=1)([CH3:20])([CH3:19])[CH3:18].CO. Product: [CH3:1][O:2][C:3]([C:5]1[S:6][C:7]([NH:12][C:13]([NH:33][C:23]2[N:24]([C:26]3[CH:27]=[CH:28][C:29]([F:32])=[CH:30][CH:31]=3)[N:25]=[C:21]([C:17]([CH3:20])([CH3:18])[CH3:19])[CH:22]=2)=[O:14])=[C:8]([CH3:11])[C:9]=1[Cl:10])=[O:4]. The catalyst class is: 426. (2) Reactant: [CH3:1][O:2][C:3]1[CH:8]=[CH:7][C:6]([C:9]2[C:17]3[C:16]([NH:18][C@H:19]4[CH2:24][CH2:23][CH2:22][C@H:21]([NH2:25])[CH2:20]4)=[N:15][CH:14]=[N:13][C:12]=3[O:11][C:10]=2[C:26]2[CH:31]=[CH:30][CH:29]=[CH:28][CH:27]=2)=[CH:5][CH:4]=1.C(O)(=O)C.[CH3:36][O:37][C:38](=[O:41])[CH:39]=O.C(O[BH-](OC(=O)C)OC(=O)C)(=O)C.[Na+]. Product: [CH3:36][O:37][C:38](=[O:41])[CH2:39][NH:25][C@H:21]1[CH2:22][CH2:23][CH2:24][C@H:19]([NH:18][C:16]2[C:17]3[C:9]([C:6]4[CH:5]=[CH:4][C:3]([O:2][CH3:1])=[CH:8][CH:7]=4)=[C:10]([C:26]4[CH:27]=[CH:28][CH:29]=[CH:30][CH:31]=4)[O:11][C:12]=3[N:13]=[CH:14][N:15]=2)[CH2:20]1. The catalyst class is: 46.